Dataset: Full USPTO retrosynthesis dataset with 1.9M reactions from patents (1976-2016). Task: Predict the reactants needed to synthesize the given product. The reactants are: [CH2:1]([N:4]([CH2:23][CH2:24][CH3:25])[CH2:5][CH2:6][CH2:7][CH2:8][C:9]1[N:10]([CH2:20][CH2:21][CH3:22])[C:11]2[CH:17]=[C:16]([CH2:18]O)[CH:15]=[CH:14][C:12]=2[N:13]=1)[CH2:2][CH3:3].C1(P(C2C=CC=CC=2)C2C=CC=CC=2)C=CC=CC=1.[C:45]1(=[O:55])[NH:49][C:48](=[O:50])[C:47]2=[CH:51][CH:52]=[CH:53][CH:54]=[C:46]12.N(C(OCC)=O)=NC(OCC)=O.C1(C)C=CC=CC=1. Given the product [CH2:23]([N:4]([CH2:1][CH2:2][CH3:3])[CH2:5][CH2:6][CH2:7][CH2:8][C:9]1[N:10]([CH2:20][CH2:21][CH3:22])[C:11]2[CH:17]=[C:16]([CH2:18][N:49]3[C:45](=[O:55])[C:46]4[C:47](=[CH:51][CH:52]=[CH:53][CH:54]=4)[C:48]3=[O:50])[CH:15]=[CH:14][C:12]=2[N:13]=1)[CH2:24][CH3:25], predict the reactants needed to synthesize it.